Task: Predict the product of the given reaction.. Dataset: Forward reaction prediction with 1.9M reactions from USPTO patents (1976-2016) (1) The product is: [CH:1]1([CH2:7][C@H:8]([CH2:12][C:13]([N:15]2[CH2:20][CH2:19][O:18][CH2:17][CH2:16]2)=[O:14])[C:9]([NH:21][C@H:22]([C:23]([C:25]2[O:29][N:28]=[C:27]([C:30]3[CH:35]=[CH:34][CH:33]=[CH:32][CH:31]=3)[N:26]=2)=[O:24])[CH2:36][CH3:37])=[O:11])[CH2:2][CH2:3][CH2:4][CH2:5][CH2:6]1. Given the reactants [CH:1]1([CH2:7][C@H:8]([CH2:12][C:13]([N:15]2[CH2:20][CH2:19][O:18][CH2:17][CH2:16]2)=[O:14])[C:9]([OH:11])=O)[CH2:6][CH2:5][CH2:4][CH2:3][CH2:2]1.[NH2:21][CH:22]([CH2:36][CH3:37])[C@@H:23]([C:25]1[O:29][N:28]=[C:27]([C:30]2[CH:35]=[CH:34][CH:33]=[CH:32][CH:31]=2)[N:26]=1)[OH:24], predict the reaction product. (2) Given the reactants [CH2:1]([O:8][C@@H:9]1[C@@H:21]([O:22][CH2:23][C:24]2[CH:29]=[CH:28][CH:27]=[CH:26][CH:25]=2)[C@H:20]([O:30][CH2:31][C:32]2[CH:37]=[CH:36][CH:35]=[CH:34][CH:33]=2)[C@@H:19]([CH2:38][OH:39])[O:18][C@H:10]1[S:11][C:12]1[CH:17]=[CH:16][CH:15]=[CH:14][CH:13]=1)[C:2]1[CH:7]=[CH:6][CH:5]=[CH:4][CH:3]=1.[Br:40][CH2:41][C:42](O)=[O:43].C1CCC(N=C=NC2CCCCC2)CC1, predict the reaction product. The product is: [CH2:1]([O:8][C@@H:9]1[C@@H:21]([O:22][CH2:23][C:24]2[CH:29]=[CH:28][CH:27]=[CH:26][CH:25]=2)[C@H:20]([O:30][CH2:31][C:32]2[CH:37]=[CH:36][CH:35]=[CH:34][CH:33]=2)[C@@H:19]([CH2:38][O:39][C:42](=[O:43])[CH2:41][Br:40])[O:18][C@H:10]1[S:11][C:12]1[CH:13]=[CH:14][CH:15]=[CH:16][CH:17]=1)[C:2]1[CH:7]=[CH:6][CH:5]=[CH:4][CH:3]=1. (3) Given the reactants [F:1][C:2]1([F:30])[CH2:29][CH:5]2[CH:6]([C:19]3[CH:24]=[CH:23][C:22]([O:25]COC)=[CH:21][CH:20]=3)[O:7][C:8]3[C:9]([CH3:18])=[CH:10][C:11]([O:14]COC)=[CH:12][C:13]=3[CH:4]2[CH2:3]1.C1(P(C2C=CC=CC=2)C2C=CC=CC=2)C=CC=CC=1.CC(C)(O)[C:52]#[N:53].CC(OC(/N=N/C(OC(C)C)=O)=O)C, predict the reaction product. The product is: [F:30][C:2]1([F:1])[CH2:29][CH:5]2[CH:6]([C:19]3[CH:24]=[CH:23][C:22]([OH:25])=[CH:21][CH:20]=3)[O:7][C:8]3[C:9]([CH2:18][C:52]#[N:53])=[CH:10][C:11]([OH:14])=[CH:12][C:13]=3[CH:4]2[CH2:3]1. (4) Given the reactants Br[Si](C)(C)C.[P:6]([O:39]CC)([O:36]CC)([O:8][CH2:9][C@@:10]1([C:30]2[CH:35]=[CH:34][CH:33]=[CH:32][CH:31]=2)[C:14](=[O:15])[N:13]([C:16]2[CH:21]=[CH:20][C:19]([C:22]#[N:23])=[C:18]([C:24]([F:27])([F:26])[F:25])[CH:17]=2)[C:12](=[O:28])[N:11]1[CH3:29])=[O:7], predict the reaction product. The product is: [P:6]([OH:39])([OH:36])([O:8][CH2:9][C@@:10]1([C:30]2[CH:31]=[CH:32][CH:33]=[CH:34][CH:35]=2)[C:14](=[O:15])[N:13]([C:16]2[CH:21]=[CH:20][C:19]([C:22]#[N:23])=[C:18]([C:24]([F:27])([F:25])[F:26])[CH:17]=2)[C:12](=[O:28])[N:11]1[CH3:29])=[O:7]. (5) Given the reactants [N:1]([C:4]1[CH:12]=[CH:11][C:7]([C:8]([OH:10])=O)=[CH:6][CH:5]=1)=[N+:2]=[N-:3].C1C=CC2N(O)N=NC=2C=1.[NH2:23][CH2:24][CH2:25][N:26]1[CH2:31][CH2:30][O:29][CH2:28][CH2:27]1.CCN=C=NCCCN(C)C, predict the reaction product. The product is: [N:1]([C:4]1[CH:5]=[CH:6][C:7]([C:8]([NH:23][CH2:24][CH2:25][N:26]2[CH2:31][CH2:30][O:29][CH2:28][CH2:27]2)=[O:10])=[CH:11][CH:12]=1)=[N+:2]=[N-:3]. (6) Given the reactants [O:1]1CC(=O)N=N1.C(OC(=O)CCN[C:14](=[O:27])[C:15]1[CH:20]=[CH:19][C:18]([C:21]2[NH:22][O:23][C:24](=[O:26])[N:25]=2)=[CH:17][CH:16]=1)C.O.[OH-].[Na+], predict the reaction product. The product is: [O:23]1[C:24](=[O:26])[N:25]=[C:21]([C:18]2[CH:17]=[CH:16][C:15]([C:14]([OH:27])=[O:1])=[CH:20][CH:19]=2)[NH:22]1. (7) Given the reactants [NH:1]([C:3]1[NH:7][C:6]2[CH:8]=[CH:9][CH:10]=[CH:11][C:5]=2[N:4]=1)[NH2:2].C(N(CC)CC)C.C(O[CH:22]=[N:23][C:24]#[N:25])C, predict the reaction product. The product is: [NH2:25][C:24]1[N:1]([C:3]2[NH:4][C:5]3[CH:11]=[CH:10][CH:9]=[CH:8][C:6]=3[N:7]=2)[N:2]=[CH:22][N:23]=1. (8) The product is: [C:8]([C:10](=[C:19]([OH:20])[CH:18]([CH2:22][CH3:23])[CH2:16][CH3:17])[C:11]([O:13][CH2:14][CH3:15])=[O:12])#[N:9]. Given the reactants C(N(CC)CC)C.[C:8]([CH2:10][C:11]([O:13][CH2:14][CH3:15])=[O:12])#[N:9].[CH2:16]([CH:18]([CH2:22][CH3:23])[C:19](Cl)=[O:20])[CH3:17], predict the reaction product. (9) Given the reactants [CH3:1][C:2]1[CH:3]=[CH:4][C:5]([C:8]([OH:10])=[O:9])=[CH:6][CH:7]=1.[C:11]([OH:14])(=[O:13])[CH3:12].ON1C(=O)N(O)C(=O)N(O)C1=O.O=O, predict the reaction product. The product is: [C:8]([OH:10])(=[O:9])[C:5]1[CH:6]=[CH:7][C:12]([C:11]([OH:14])=[O:13])=[CH:3][CH:4]=1.[CH3:1][C:2]1[CH:3]=[CH:4][C:5]([C:8]([OH:10])=[O:9])=[CH:6][CH:7]=1. (10) Given the reactants [C:1]1([C:7]2[C:11]([CH2:12][OH:13])=[C:10](/[CH:14]=[CH:15]/[C:16]3[CH:21]=[CH:20][CH:19]=[CH:18][CH:17]=3)[O:9][N:8]=2)[CH:6]=[CH:5][CH:4]=[CH:3][CH:2]=1.[H-].[Na+].Cl[C:25]1[N:30]=[CH:29][C:28]([C:31]([O:33][CH3:34])=[O:32])=[CH:27][CH:26]=1, predict the reaction product. The product is: [CH3:34][O:33][C:31](=[O:32])[C:28]1[CH:27]=[CH:26][C:25]([O:13][CH2:12][C:11]2[C:7]([C:1]3[CH:6]=[CH:5][CH:4]=[CH:3][CH:2]=3)=[N:8][O:9][C:10]=2/[CH:14]=[CH:15]/[C:16]2[CH:17]=[CH:18][CH:19]=[CH:20][CH:21]=2)=[N:30][CH:29]=1.